This data is from Catalyst prediction with 721,799 reactions and 888 catalyst types from USPTO. The task is: Predict which catalyst facilitates the given reaction. (1) The catalyst class is: 24. Product: [CH3:1][C:2]1([CH3:21])[N:7]2[C:8]3[CH:9]=[C:10]([C:15]([OH:17])=[O:16])[CH:11]=[CH:12][C:13]=3[CH:14]=[C:6]2[C:5](=[O:20])[NH:4][CH2:3]1. Reactant: [CH3:1][C:2]1([CH3:21])[N:7]2[C:8]3[CH:9]=[C:10]([C:15]([O:17]CC)=[O:16])[CH:11]=[CH:12][C:13]=3[CH:14]=[C:6]2[C:5](=[O:20])[NH:4][CH2:3]1.[OH-].[Na+].Cl. (2) Reactant: [F:1][C:2]1[C:7]([OH:8])=[CH:6][CH:5]=[C:4]([F:9])[C:3]=1[NH:10][C:11](=O)[C:12]1[CH:17]=[C:16]([C:18]2[CH:23]=[CH:22][C:21]([F:24])=[C:20]([F:25])[CH:19]=2)[CH:15]=[C:14]([CH3:26])[C:13]=1[CH3:27]. Product: [F:25][C:20]1[CH:19]=[C:18]([C:16]2[CH:15]=[C:14]([CH3:26])[C:13]([CH3:27])=[C:12]([CH2:11][NH:10][C:3]3[C:2]([F:1])=[C:7]([OH:8])[CH:6]=[CH:5][C:4]=3[F:9])[CH:17]=2)[CH:23]=[CH:22][C:21]=1[F:24]. The catalyst class is: 1. (3) Reactant: [CH2:1]([O:3][Si:4]([CH:12]([CH3:14])[CH3:13])([CH:9]([CH3:11])[CH3:10])[CH2:5][CH2:6][CH2:7][NH2:8])[CH3:2].[C:15](Cl)(=[O:22])[C:16]1[CH:21]=[CH:20][CH:19]=[CH:18][CH:17]=1.C(N(CC)CC)C.O. Product: [CH2:1]([O:3][Si:4]([CH:12]([CH3:13])[CH3:14])([CH:9]([CH3:11])[CH3:10])[CH2:5][CH2:6][CH2:7][NH:8][C:15](=[O:22])[C:16]1[CH:21]=[CH:20][CH:19]=[CH:18][CH:17]=1)[CH3:2]. The catalyst class is: 4. (4) Reactant: C(N(CC)CC)C.[CH:8]([C:10]1[C:18]2[C:13](=[CH:14][CH:15]=[CH:16][CH:17]=2)[N:12](C(OC(C)(C)C)=O)[CH:11]=1)=[O:9].[CH3:26][O:27][C:28]1[CH:29]=[C:30]([CH:40]=[CH:41][CH:42]=1)[N:31]=[CH:32][C:33]1[CH:38]=[CH:37][CH:36]=[C:35]([CH3:39])[CH:34]=1. Product: [NH:12]1[C:13]2[C:18](=[CH:17][CH:16]=[CH:15][CH:14]=2)[C:10]([C:8](=[O:9])[CH:32]([NH:31][C:30]2[CH:40]=[CH:41][CH:42]=[C:28]([O:27][CH3:26])[CH:29]=2)[C:33]2[CH:34]=[C:35]([CH3:39])[CH:36]=[CH:37][CH:38]=2)=[CH:11]1. The catalyst class is: 433. (5) Reactant: [Br:1][C:2]1[N:3]=[CH:4][C:5]([NH:14][C:15]([CH:17]2[CH2:19][CH2:18]2)=[O:16])=[N:6][C:7]=1[C:8]1[CH:9]=[N:10][CH:11]=[CH:12][CH:13]=1.C1C=C(Cl)C=C(C(OO)=[O:28])C=1. Product: [Br:1][C:2]1[N:3]=[CH:4][C:5]([NH:14][C:15]([CH:17]2[CH2:18][CH2:19]2)=[O:16])=[N:6][C:7]=1[C:8]1[CH:9]=[N+:10]([O-:28])[CH:11]=[CH:12][CH:13]=1. The catalyst class is: 2. (6) Product: [Br:1][C:2]1[CH:10]=[CH:9][CH:8]=[C:7]2[C:3]=1[CH2:4][C:5](=[N:13][OH:14])[C:6]2=[O:11]. Reactant: [Br:1][C:2]1[CH:10]=[CH:9][CH:8]=[C:7]2[C:3]=1[CH2:4][CH2:5][C:6]2=[O:11].Cl.[N:13](OCCC(C)C)=[O:14]. The catalyst class is: 27. (7) Reactant: C(N(CC)C(=O)[O:5][C:6]1[C:15]([Cl:16])=[C:14]2[C:9]([CH2:10][CH2:11][N:12]([CH2:18][C:19]3[C:20]([O:27][CH2:28][C:29]4[CH:34]=[CH:33][CH:32]=[CH:31][CH:30]=4)=[N:21][C:22]([CH3:26])=[CH:23][C:24]=3[CH3:25])[C:13]2=[O:17])=[CH:8][CH:7]=1)C.[OH-].[Na+]. Product: [CH2:28]([O:27][C:20]1[C:19]([CH2:18][N:12]2[CH2:11][CH2:10][C:9]3[C:14](=[C:15]([Cl:16])[C:6]([OH:5])=[CH:7][CH:8]=3)[C:13]2=[O:17])=[C:24]([CH3:25])[CH:23]=[C:22]([CH3:26])[N:21]=1)[C:29]1[CH:34]=[CH:33][CH:32]=[CH:31][CH:30]=1. The catalyst class is: 14.